From a dataset of Reaction yield outcomes from USPTO patents with 853,638 reactions. Predict the reaction yield, written as a fraction of the theoretical maximum amount of product (1.0 means a 100% yield; for example, 0.34 means a 34% yield). (1) The reactants are [CH3:1][C:2]1[CH:7]=[C:6]([CH3:8])[N:5]=[C:4]([NH:9][S:10]([C:13]2[CH:18]=[CH:17][C:16]([NH:19][CH2:20][C:21]3[CH:26]=[CH:25][C:24]([N+:27]([O-])=O)=[CH:23][CH:22]=3)=[CH:15][CH:14]=2)(=[O:12])=[O:11])[N:3]=1.O.[NH3+]N. The catalyst is O1CCCC1.[Pd]. The product is [NH2:27][C:24]1[CH:25]=[CH:26][C:21]([CH2:20][NH:19][C:16]2[CH:15]=[CH:14][C:13]([S:10]([NH:9][C:4]3[N:3]=[C:2]([CH3:1])[CH:7]=[C:6]([CH3:8])[N:5]=3)(=[O:12])=[O:11])=[CH:18][CH:17]=2)=[CH:22][CH:23]=1. The yield is 0.590. (2) The reactants are [CH:1]1[C:13]2[N:12]([CH2:14][CH2:15][CH2:16][N:17]([CH3:19])[CH3:18])[C:11]3[C:6](=[CH:7][CH:8]=[CH:9][CH:10]=3)[C:5]=2[CH:4]=[CH:3][CH:2]=1.[Al+3].[Cl-].[Cl-].[Cl-].[C:24](Cl)(=[O:28])[CH:25]([CH3:27])[CH3:26]. The catalyst is [N+](C1C=CC=CC=1)([O-])=O. The product is [CH3:19][N:17]([CH3:18])[CH2:16][CH2:15][CH2:14][N:12]1[C:11]2[CH:10]=[CH:9][C:8]([C:24](=[O:28])[CH:25]([CH3:27])[CH3:26])=[CH:7][C:6]=2[C:5]2[C:13]1=[CH:1][CH:2]=[C:3]([C:24](=[O:28])[CH:25]([CH3:27])[CH3:26])[CH:4]=2. The yield is 0.470. (3) The reactants are CC1N=C(N2CCN(C3C=CC=CC=3)C2=O)SC=1C(OCC)=O.[CH3:24][C:25]1[N:26]=[C:27]([N:35]2[CH2:39][CH2:38][N:37]([CH2:40][C:41]3[CH:46]=[CH:45][C:44]([C:47]([F:50])([F:49])[F:48])=[CH:43][CH:42]=3)[C:36]2=[O:51])[S:28][C:29]=1[C:30]([O:32]CC)=[O:31]. The yield is 0.850. No catalyst specified. The product is [CH3:24][C:25]1[N:26]=[C:27]([N:35]2[CH2:39][CH2:38][N:37]([CH2:40][C:41]3[CH:46]=[CH:45][C:44]([C:47]([F:50])([F:49])[F:48])=[CH:43][CH:42]=3)[C:36]2=[O:51])[S:28][C:29]=1[C:30]([OH:32])=[O:31].